From a dataset of Catalyst prediction with 721,799 reactions and 888 catalyst types from USPTO. Predict which catalyst facilitates the given reaction. (1) Product: [CH3:9][N:7]1[CH:8]=[C:4]([N+:1]([O-:3])=[O:2])[N:5]=[CH:6]1. Reactant: [N+:1]([C:4]1[N:5]=[CH:6][NH:7][CH:8]=1)([O-:3])=[O:2].[C:9]([O-])([O-])=O.[K+].[K+].IC. The catalyst class is: 10. (2) Reactant: C([N:8](CC1C=CC=CC=1)[C@H:9]1[CH2:14][CH2:13][C@H:12]([N:15]2[CH2:20][CH2:19][O:18][CH2:17][CH2:16]2)[CH2:11][CH2:10]1)C1C=CC=CC=1. Product: [O:18]1[CH2:17][CH2:16][N:15]([C@H:12]2[CH2:11][CH2:10][C@H:9]([NH2:8])[CH2:14][CH2:13]2)[CH2:20][CH2:19]1. The catalyst class is: 19. (3) Reactant: [CH3:1][C:2]1[CH:11]=[C:10]([N+:12]([O-:14])=[O:13])[CH:9]=[CH:8][C:3]=1[C:4]([O:6][CH3:7])=[O:5].[Br:15]N1C(=O)CCC1=O.C(OOC(=O)C1C=CC=CC=1)(=O)C1C=CC=CC=1.Cl. Product: [Br:15][CH2:1][C:2]1[CH:11]=[C:10]([N+:12]([O-:14])=[O:13])[CH:9]=[CH:8][C:3]=1[C:4]([O:6][CH3:7])=[O:5]. The catalyst class is: 53. (4) Reactant: [CH3:1][C:2]1[CH:9]=[CH:8][C:5]([C:6]#[N:7])=[CH:4][N:3]=1.II.CSC.C(=O)(O)[O-:16].[Na+]. Product: [CH:1]([C:2]1[CH:9]=[CH:8][C:5]([C:6]#[N:7])=[CH:4][N:3]=1)=[O:16]. The catalyst class is: 16. (5) Reactant: [O:1]=[C:2]1[CH2:7][O:6][C:5]2[CH:8]=[CH:9][C:10]([CH:12]=O)=[N:11][C:4]=2[NH:3]1.[CH3:14][O:15][C:16]1[CH:25]=[C:24]2[C:19]([N:20]=[CH:21][C:22]([O:26][CH2:27][CH2:28][CH2:29][N:30]3[CH2:35][CH2:34][CH:33]([CH2:36][NH2:37])[CH2:32][CH2:31]3)=[N:23]2)=[CH:18][CH:17]=1.C(O)(=O)C.C([BH3-])#N.[Na+]. Product: [CH3:14][O:15][C:16]1[CH:25]=[C:24]2[C:19]([N:20]=[CH:21][C:22]([O:26][CH2:27][CH2:28][CH2:29][N:30]3[CH2:31][CH2:32][CH:33]([CH2:36][NH:37][CH2:12][C:10]4[CH:9]=[CH:8][C:5]5[O:6][CH2:7][C:2](=[O:1])[NH:3][C:4]=5[N:11]=4)[CH2:34][CH2:35]3)=[N:23]2)=[CH:18][CH:17]=1. The catalyst class is: 525. (6) Reactant: Br[C:2]1[CH:3]=[C:4]2[C:24]([C:25]([CH3:28])([CH3:27])[CH:26]=1)=[C:7]1[CH:8]=[C:9]3[C:22](=[CH:23][C:6]1=[CH:5]2)[C:21]1[C:16](=[CH:17][CH:18]=[CH:19][CH:20]=1)[C:15]1[C:10]3=[CH:11][CH:12]=[CH:13][CH:14]=1.[C:29]1([C:76]2[CH:81]=[CH:80][CH:79]=[CH:78][CH:77]=2)[CH:34]=[CH:33][C:32]([N:35]([C:61]2[CH:66]=[CH:65][C:64](B3OC(C)(C)C(C)(C)O3)=[CH:63][CH:62]=2)[C:36]2[CH:48]=[CH:47][C:46]3[C:45]4[C:40](=[CH:41][CH:42]=[CH:43][CH:44]=4)[C:39]4([C:60]5[CH:59]=[CH:58][CH:57]=[CH:56][C:55]=5[C:54]5[C:49]4=[CH:50][CH:51]=[CH:52][CH:53]=5)[C:38]=3[CH:37]=2)=[CH:31][CH:30]=1.C([O-])([O-])=O.[Na+].[Na+].CCO. Product: [C:29]1([C:76]2[CH:81]=[CH:80][CH:79]=[CH:78][CH:77]=2)[CH:30]=[CH:31][C:32]([N:35]([C:61]2[CH:62]=[CH:63][C:64]([C:2]3[CH:3]=[C:4]4[C:24]([C:25]([CH3:28])([CH3:27])[CH:26]=3)=[C:7]3[CH:8]=[C:9]5[C:22](=[CH:23][C:6]3=[CH:5]4)[C:21]3[C:16](=[CH:17][CH:18]=[CH:19][CH:20]=3)[C:15]3[C:10]5=[CH:11][CH:12]=[CH:13][CH:14]=3)=[CH:65][CH:66]=2)[C:36]2[CH:48]=[CH:47][C:46]3[C:45]4[C:40](=[CH:41][CH:42]=[CH:43][CH:44]=4)[C:39]4([C:49]5[CH:50]=[CH:51][CH:52]=[CH:53][C:54]=5[C:55]5[C:60]4=[CH:59][CH:58]=[CH:57][CH:56]=5)[C:38]=3[CH:37]=2)=[CH:33][CH:34]=1. The catalyst class is: 206.